From a dataset of Full USPTO retrosynthesis dataset with 1.9M reactions from patents (1976-2016). Predict the reactants needed to synthesize the given product. (1) Given the product [C:49]([O:53][C:54](=[O:55])[NH:56][C@@H:57]([C:62]1[CH:63]=[CH:64][CH:65]=[CH:66][CH:67]=1)[CH2:58][C:22]([N:19]1[CH2:20][CH2:21][N:16]([C:4]2[N:3]=[C:2]([NH2:1])[C:11]3[C:6](=[CH:7][C:8]([O:14][CH3:15])=[C:9]([O:12][CH3:13])[CH:10]=3)[N:5]=2)[CH:17]([C:29]2[CH:34]=[CH:33][CH:32]=[C:31]([O:35][CH2:36][CH2:37][NH:38][C:39]([O:41][CH2:42][C:43]3[CH:44]=[CH:45][CH:46]=[CH:47][CH:48]=3)=[O:40])[CH:30]=2)[CH2:18]1)=[O:23])([CH3:50])([CH3:51])[CH3:52], predict the reactants needed to synthesize it. The reactants are: [NH2:1][C:2]1[C:11]2[C:6](=[CH:7][C:8]([O:14][CH3:15])=[C:9]([O:12][CH3:13])[CH:10]=2)[N:5]=[C:4]([N:16]2[CH2:21][CH2:20][N:19]([C:22](OC(C)(C)C)=[O:23])[CH2:18][CH:17]2[C:29]2[CH:34]=[CH:33][CH:32]=[C:31]([O:35][CH2:36][CH2:37][NH:38][C:39]([O:41][CH2:42][C:43]3[CH:48]=[CH:47][CH:46]=[CH:45][CH:44]=3)=[O:40])[CH:30]=2)[N:3]=1.[C:49]([O:53][C:54]([NH:56][C@@H:57]([C:62]1[CH:67]=[CH:66][CH:65]=[CH:64][CH:63]=1)[CH2:58]C(O)=O)=[O:55])([CH3:52])([CH3:51])[CH3:50].CCN(C(C)C)C(C)C.CN(C(ON1N=NC2C=CC=NC1=2)=[N+](C)C)C.F[P-](F)(F)(F)(F)F. (2) Given the product [F:13][C:14]1[CH:15]=[C:16]([CH:25]=[CH:26][CH:27]=1)[O:17][C:18]1[S:22][C:21]([CH2:23][NH:24][C:10]([C:8]2[CH:7]=[CH:6][C:5]3[N:4]([CH:3]=[CH:2][N:1]=3)[CH:9]=2)=[O:12])=[CH:20][CH:19]=1, predict the reactants needed to synthesize it. The reactants are: [N:1]1[CH:2]=[CH:3][N:4]2[CH:9]=[C:8]([C:10]([OH:12])=O)[CH:7]=[CH:6][C:5]=12.[F:13][C:14]1[CH:15]=[C:16]([CH:25]=[CH:26][CH:27]=1)[O:17][C:18]1[S:22][C:21]([CH2:23][NH2:24])=[CH:20][CH:19]=1.F[P-](F)(F)(F)(F)F.N1([P+](N(C)C)(N(C)C)N(C)C)C2C=CC=CC=2N=N1.C(N(CC)CC)C. (3) Given the product [N:15]1([C:19]([C@@H:21]2[CH2:25][CH:24]([F:1])[CH2:23][N:22]2[C:27]([O:29][C:30]([CH3:33])([CH3:32])[CH3:31])=[O:28])=[O:20])[CH2:18][CH2:17][CH2:16]1, predict the reactants needed to synthesize it. The reactants are: [F:1]C(F)(N(CC)CC)C(F)C(F)(F)F.[N:15]1([C:19]([C@@H:21]2[CH2:25][C@H:24](O)[CH2:23][N:22]2[C:27]([O:29][C:30]([CH3:33])([CH3:32])[CH3:31])=[O:28])=[O:20])[CH2:18][CH2:17][CH2:16]1.[F-].[Na+].C(=O)([O-])[O-].[K+].[K+]. (4) Given the product [C:1]([NH:5][C:6]([C:8]1[CH:9]=[C:10]([C:21]2[CH:29]=[CH:28][C:24]([CH2:25][OH:26])=[CH:23][N:22]=2)[N:11]([C:13]2[CH:14]=[N:15][C:16]([O:19][CH3:20])=[CH:17][CH:18]=2)[N:12]=1)=[O:7])([CH3:4])([CH3:3])[CH3:2], predict the reactants needed to synthesize it. The reactants are: [C:1]([NH:5][C:6]([C:8]1[CH:9]=[C:10]([C:21]2[CH:29]=[CH:28][C:24]([C:25](O)=[O:26])=[CH:23][N:22]=2)[N:11]([C:13]2[CH:14]=[N:15][C:16]([O:19][CH3:20])=[CH:17][CH:18]=2)[N:12]=1)=[O:7])([CH3:4])([CH3:3])[CH3:2].C(=O)(O)[O-].[Na+].C(Cl)(Cl)Cl.CO. (5) The reactants are: [C:1]([C:3]1[CH:8]=[CH:7][C:6]([NH:9][C:10]([C:12]2[S:13][C:14]([C:23]([F:26])([F:25])[F:24])=[C:15]([C:17]3[CH:22]=[CH:21][CH:20]=[CH:19][CH:18]=3)[CH:16]=2)=[O:11])=[CH:5][CH:4]=1)#N.O.P([O-])(O)(O)=[O:29].[Na+].CCOC(C)=O.CCCCCCC. Given the product [CH:1]([C:3]1[CH:8]=[CH:7][C:6]([NH:9][C:10]([C:12]2[S:13][C:14]([C:23]([F:26])([F:25])[F:24])=[C:15]([C:17]3[CH:22]=[CH:21][CH:20]=[CH:19][CH:18]=3)[CH:16]=2)=[O:11])=[CH:5][CH:4]=1)=[O:29], predict the reactants needed to synthesize it. (6) Given the product [C:1]([CH:4]1[CH2:29][CH2:28][C:7]2([CH2:8][CH2:9][N:10]([C:13]3[CH:18]=[CH:17][CH:16]=[CH:15][C:14]=3/[CH:19]=[CH:20]/[C:21]([OH:23])=[O:22])[CH2:11][CH2:12]2)[CH2:6][CH2:5]1)(=[O:3])[NH2:2], predict the reactants needed to synthesize it. The reactants are: [C:1]([CH:4]1[CH2:29][CH2:28][C:7]2([CH2:12][CH2:11][N:10]([C:13]3[CH:18]=[CH:17][CH:16]=[CH:15][C:14]=3/[CH:19]=[CH:20]/[C:21]([O:23]C(C)(C)C)=[O:22])[CH2:9][CH2:8]2)[CH2:6][CH2:5]1)(=[O:3])[NH2:2].FC(F)(F)C(O)=O.